This data is from Full USPTO retrosynthesis dataset with 1.9M reactions from patents (1976-2016). The task is: Predict the reactants needed to synthesize the given product. (1) Given the product [CH2:9]([NH:8][C:11]1([C@@H:14]2[CH2:18][CH2:17][N:16]([C:27]3[C:36]([CH3:37])=[C:35]4[C:30]([C:31](=[O:45])[C:32]([C:42]([OH:44])=[O:43])=[CH:33][N:34]4[C@@H:38]4[CH2:40][C@@H:39]4[F:41])=[CH:29][CH:28]=3)[CH2:15]2)[CH2:12][CH2:13]1)[CH3:10], predict the reactants needed to synthesize it. The reactants are: C(OC([N:8]([C:11]1([C@@H:14]2[CH2:18][CH2:17][NH:16][CH2:15]2)[CH2:13][CH2:12]1)[CH2:9][CH3:10])=O)(C)(C)C.C(N(CC)CC)C.F[C:27]1[C:36]([CH3:37])=[C:35]2[C:30]([C:31](=[O:45])[C:32]([C:42]([OH:44])=[O:43])=[CH:33][N:34]2[C@@H:38]2[CH2:40][C@@H:39]2[F:41])=[CH:29][CH:28]=1. (2) Given the product [Cl:1][C:2]1[CH:28]=[CH:27][C:5]([CH2:6][N:7]2[C:12](=[O:13])[C:11]([CH2:14][O:30][CH3:29])=[N:10][N:9]([C:16]3[CH:17]=[C:18]([NH:22][C:23](=[O:25])[CH3:24])[CH:19]=[CH:20][CH:21]=3)[C:8]2=[O:26])=[CH:4][CH:3]=1, predict the reactants needed to synthesize it. The reactants are: [Cl:1][C:2]1[CH:28]=[CH:27][C:5]([CH2:6][N:7]2[C:12](=[O:13])[C:11]([CH2:14]I)=[N:10][N:9]([C:16]3[CH:17]=[C:18]([NH:22][C:23](=[O:25])[CH3:24])[CH:19]=[CH:20][CH:21]=3)[C:8]2=[O:26])=[CH:4][CH:3]=1.[CH3:29][O-:30].[Na+]. (3) Given the product [F:33][C:30]1[CH:31]=[CH:32][C:27]([CH2:26][CH2:25][CH2:24][CH2:13][C:14]2[N:22]=[CH:21][CH:20]=[CH:19][C:15]=2[C:16]([OH:18])=[O:17])=[CH:28][CH:29]=1, predict the reactants needed to synthesize it. The reactants are: [Li]CCCC.C(NC(C)C)(C)C.[CH3:13][C:14]1[N:22]=[CH:21][CH:20]=[CH:19][C:15]=1[C:16]([OH:18])=[O:17].Br[CH2:24][CH2:25][CH2:26][C:27]1[CH:32]=[CH:31][C:30]([F:33])=[CH:29][CH:28]=1.Cl. (4) Given the product [OH:31][C:29]1[C:28]2[C:23](=[C:24]([OH:40])[CH:25]=[C:26]([C:32]3[CH:37]=[CH:36][C:35]([Cl:38])=[C:34]([Cl:39])[CH:33]=3)[CH:27]=2)[N:22]=[C:21]([C:19]([OH:20])=[O:18])[CH:30]=1, predict the reactants needed to synthesize it. The reactants are: COC(C1C=C(O)C2C(=C(N)C=CC=2)N=1)=O.C[O:18][C:19]([C:21]1[CH:30]=[C:29]([OH:31])[C:28]2[C:23](=[C:24]([O:40]CC3C=CC=CC=3)[CH:25]=[C:26]([C:32]3[CH:37]=[CH:36][C:35]([Cl:38])=[C:34]([Cl:39])[CH:33]=3)[CH:27]=2)[N:22]=1)=[O:20]. (5) Given the product [NH2:22][C:9]1[N:8]=[C:7]([C:5]([NH:4][CH3:3])=[NH:25])[CH:12]=[CH:11][C:10]=1[C:13]1[CH:18]=[C:17]([Cl:19])[CH:16]=[C:15]([Cl:20])[C:14]=1[Cl:21], predict the reactants needed to synthesize it. The reactants are: [H-].[Na+].[CH3:3][NH:4][C:5]([C:7]1[CH:12]=[CH:11][C:10]([C:13]2[CH:18]=[C:17]([Cl:19])[CH:16]=[C:15]([Cl:20])[C:14]=2[Cl:21])=[C:9]([NH2:22])[N:8]=1)=S.CI.[NH3:25]. (6) Given the product [CH3:13][N:14]1[CH2:15][CH2:16][N:17]([C:20]2[S:21][CH:22]=[C:23]([C:25]3[CH:30]=[CH:29][C:28]([C:31]4[O:32][C:40](=[O:42])[C:34]5([CH2:35][CH2:36][CH2:37][CH2:38][CH2:39]5)[N:33]=4)=[CH:27][CH:26]=3)[N:24]=2)[CH2:18][CH2:19]1, predict the reactants needed to synthesize it. The reactants are: Cl.C(N=C=NCCCN(C)C)C.[CH3:13][N:14]1[CH2:19][CH2:18][N:17]([C:20]2[S:21][CH:22]=[C:23]([C:25]3[CH:30]=[CH:29][C:28]([C:31]([NH:33][C:34]4([C:40]([OH:42])=O)[CH2:39][CH2:38][CH2:37][CH2:36][CH2:35]4)=[O:32])=[CH:27][CH:26]=3)[N:24]=2)[CH2:16][CH2:15]1. (7) Given the product [CH3:19][NH:18][C:16](=[O:17])[C:15]1[CH:20]=[CH:21][CH:22]=[C:13]([S:12][C:8]2[CH:7]=[C:6]3[C:11]([C:3](=[CH:2][NH:37][C:34]4[CH:33]=[CH:32][C:31]([N:28]5[CH2:27][CH2:26][N:25]([CH3:24])[CH2:30][CH2:29]5)=[CH:36][CH:35]=4)[C:4](=[O:23])[NH:5]3)=[CH:10][CH:9]=2)[CH:14]=1, predict the reactants needed to synthesize it. The reactants are: O[CH:2]=[C:3]1[C:11]2[C:6](=[CH:7][C:8]([S:12][C:13]3[CH:14]=[C:15]([CH:20]=[CH:21][CH:22]=3)[C:16]([NH:18][CH3:19])=[O:17])=[CH:9][CH:10]=2)[NH:5][C:4]1=[O:23].[CH3:24][N:25]1[CH2:30][CH2:29][N:28]([C:31]2[CH:36]=[CH:35][C:34]([NH2:37])=[CH:33][CH:32]=2)[CH2:27][CH2:26]1. (8) Given the product [NH2:21][C:9]1[CH:8]=[CH:7][C:6]([O:5][C:4]2[CH:24]=[CH:25][C:26]([F:27])=[C:2]([F:1])[CH:3]=2)=[CH:11][C:10]=1[CH2:12][NH:13][C:14](=[O:20])[O:15][C:16]([CH3:18])([CH3:17])[CH3:19], predict the reactants needed to synthesize it. The reactants are: [F:1][C:2]1[CH:3]=[C:4]([CH:24]=[CH:25][C:26]=1[F:27])[O:5][C:6]1[CH:7]=[CH:8][C:9]([N+:21]([O-])=O)=[C:10]([CH2:12][NH:13][C:14](=[O:20])[O:15][C:16]([CH3:19])([CH3:18])[CH3:17])[CH:11]=1.[Cl-].[NH4+].C(O)C. (9) Given the product [CH2:19]([N:26]([C:2]1[C:7]([N+:8]([O-:10])=[O:9])=[CH:6][CH:5]=[C:4]([Br:11])[N:3]=1)[CH2:27][C@H:28]([OH:30])[CH3:29])[C:20]1[CH:25]=[CH:24][CH:23]=[CH:22][CH:21]=1, predict the reactants needed to synthesize it. The reactants are: Br[C:2]1[C:7]([N+:8]([O-:10])=[O:9])=[CH:6][CH:5]=[C:4]([Br:11])[N:3]=1.C(N(CC)CC)C.[CH2:19]([NH:26][CH2:27][C@H:28]([OH:30])[CH3:29])[C:20]1[CH:25]=[CH:24][CH:23]=[CH:22][CH:21]=1. (10) Given the product [Br:1][C:2]1[CH:7]=[N:6][CH:5]=[C:4]([O:8][CH:9]2[CH2:14][CH2:13][CH2:12][CH2:11][CH2:10]2)[CH:3]=1, predict the reactants needed to synthesize it. The reactants are: [Br:1][C:2]1[CH:3]=[C:4]([OH:8])[CH:5]=[N:6][CH:7]=1.[C:9]1(P([C:9]2[CH:14]=[CH:13][CH:12]=[CH:11][CH:10]=2)[C:9]2[CH:14]=[CH:13][CH:12]=[CH:11][CH:10]=2)[CH:14]=[CH:13][CH:12]=[CH:11][CH:10]=1.C1(O)CCCCC1.N(/C(OCC1C=CC(Cl)=CC=1)=O)=N\C(OCC1C=CC(Cl)=CC=1)=O.